From a dataset of Forward reaction prediction with 1.9M reactions from USPTO patents (1976-2016). Predict the product of the given reaction. (1) Given the reactants [CH:1]1([N:7]2[C:12](=[O:13])[C:11]([CH3:14])=[C:10]([OH:15])[C:9](C(O)=O)=[C:8]2[CH3:19])[CH2:6][CH2:5][CH2:4][CH2:3][CH2:2]1, predict the reaction product. The product is: [CH:1]1([N:7]2[C:8]([CH3:19])=[CH:9][C:10]([OH:15])=[C:11]([CH3:14])[C:12]2=[O:13])[CH2:2][CH2:3][CH2:4][CH2:5][CH2:6]1. (2) Given the reactants [Cl:1][C:2]1[CH:3]=[C:4]([CH:19]=[CH:20][C:21]=1[Cl:22])[CH2:5][N:6]1[CH2:11][CH2:10][N:9]([C:12]2[CH:17]=[CH:16][CH:15]=[CH:14][C:13]=2[NH2:18])[CH2:8][CH2:7]1.[C:23]1([CH3:33])[CH:28]=[CH:27][C:26]([S:29](Cl)(=[O:31])=[O:30])=[CH:25][CH:24]=1, predict the reaction product. The product is: [Cl:1][C:2]1[CH:3]=[C:4]([CH:19]=[CH:20][C:21]=1[Cl:22])[CH2:5][N:6]1[CH2:7][CH2:8][N:9]([C:12]2[CH:17]=[CH:16][CH:15]=[CH:14][C:13]=2[NH:18][S:29]([C:26]2[CH:27]=[CH:28][C:23]([CH3:33])=[CH:24][CH:25]=2)(=[O:31])=[O:30])[CH2:10][CH2:11]1. (3) Given the reactants C([O:4][CH2:5][C:6]1[N:7]=[C:8]([NH:11][C:12](=[O:14])[CH3:13])[S:9][CH:10]=1)(=O)C.C(=O)([O-])[O-].[K+].[K+], predict the reaction product. The product is: [OH:4][CH2:5][C:6]1[N:7]=[C:8]([NH:11][C:12](=[O:14])[CH3:13])[S:9][CH:10]=1. (4) Given the reactants [CH3:1][CH:2]1[CH2:11][CH:10]([OH:12])[C:9]2[C:4](=[CH:5][CH:6]=[CH:7][CH:8]=2)[NH:3]1.[CH3:13][C:14]1[CH:15]=[C:16]([CH:20]=[CH:21][C:22]=1[CH3:23])[C:17](O)=[O:18], predict the reaction product. The product is: [CH3:13][C:14]1[CH:15]=[C:16]([CH:20]=[CH:21][C:22]=1[CH3:23])[C:17]([N:3]1[C:4]2[C:9](=[CH:8][CH:7]=[CH:6][CH:5]=2)[CH:10]([OH:12])[CH2:11][CH:2]1[CH3:1])=[O:18]. (5) The product is: [OH:19][CH:18]1[C:12]2[CH:11]=[CH:10][C:9]([N:8]3[CH2:7][CH:6]([CH2:21][NH:22][C:23](=[O:25])[CH3:24])[O:5][C:4]3=[O:3])=[CH:20][C:13]=2[CH2:14][CH2:15][CH2:16][CH2:17]1. Given the reactants [BH4-].[Na+].[O:3]=[C:4]1[N:8]([C:9]2[CH:10]=[CH:11][C:12]3[C:18](=[O:19])[CH2:17][CH2:16][CH2:15][CH2:14][C:13]=3[CH:20]=2)[CH2:7][CH:6]([CH2:21][NH:22][C:23](=[O:25])[CH3:24])[O:5]1.C([O-])(O)=O.[Na+], predict the reaction product.